From a dataset of Reaction yield outcomes from USPTO patents with 853,638 reactions. Predict the reaction yield, written as a fraction of the theoretical maximum amount of product (1.0 means a 100% yield; for example, 0.34 means a 34% yield). (1) The yield is 0.740. The reactants are [O:1]1[C:7]2[CH:8]=[C:9]([C:12]([O:14][CH3:15])=[O:13])[CH:10]=[N:11][C:6]=2[CH2:5][N:4](C(OC(C)(C)C)=O)[CH2:3][CH2:2]1.C(O)(C(F)(F)F)=O.C([O-])(O)=O.[Na+]. The catalyst is C(Cl)Cl. The product is [O:1]1[C:7]2[CH:8]=[C:9]([C:12]([O:14][CH3:15])=[O:13])[CH:10]=[N:11][C:6]=2[CH2:5][NH:4][CH2:3][CH2:2]1. (2) The reactants are [Br:1][C:2]1[CH:7]=[C:6](C=O)[C:5]([Cl:10])=[CH:4][N:3]=1.[CH:11](OC)([O:14][CH3:15])[O:12][CH3:13]. The catalyst is CO.O.C1(C)C=CC(S(O)(=O)=O)=CC=1. The product is [Br:1][C:2]1[CH:7]=[C:6]([CH:11]([O:14][CH3:15])[O:12][CH3:13])[C:5]([Cl:10])=[CH:4][N:3]=1. The yield is 0.970. (3) The product is [F:1][C:2]1[CH:7]=[CH:6][C:5]([C:12](=[O:18])[CH2:13][CH2:14][C:15]([OH:17])=[O:16])=[CH:4][CH:3]=1. The yield is 0.596. The catalyst is C(Cl)Cl. The reactants are [F:1][C:2]1[CH:7]=[CH:6][CH:5]=[CH:4][CH:3]=1.[Cl-].[Cl-].[Cl-].[Al+3].[C:12]1(=[O:18])[O:17][C:15](=[O:16])[CH2:14][CH2:13]1. (4) The reactants are Cl[C:2]1[CH:7]=[C:6]([O:8][C:9]2[CH:10]=[CH:11][C:12]([C:15]3[C:16]([O:24][CH3:25])=[N:17][C:18]([NH:21][CH2:22][CH3:23])=[N:19][CH:20]=3)=[N:13][CH:14]=2)[CH:5]=[CH:4][N:3]=1.[CH3:26][N:27]1[CH:31]=[C:30](B2OC(C)(C)C(C)(C)O2)[CH:29]=[N:28]1.C([O-])([O-])=O.[K+].[K+]. The catalyst is C1C=CC([P]([Pd]([P](C2C=CC=CC=2)(C2C=CC=CC=2)C2C=CC=CC=2)([P](C2C=CC=CC=2)(C2C=CC=CC=2)C2C=CC=CC=2)[P](C2C=CC=CC=2)(C2C=CC=CC=2)C2C=CC=CC=2)(C2C=CC=CC=2)C2C=CC=CC=2)=CC=1.O1CCOCC1.O. The product is [CH2:22]([NH:21][C:18]1[N:17]=[C:16]([O:24][CH3:25])[C:15]([C:12]2[CH:11]=[CH:10][C:9]([O:8][C:6]3[CH:5]=[CH:4][N:3]=[C:2]([C:30]4[CH:29]=[N:28][N:27]([CH3:26])[CH:31]=4)[CH:7]=3)=[CH:14][N:13]=2)=[CH:20][N:19]=1)[CH3:23]. The yield is 0.790. (5) The reactants are [NH2:1][C:2]1[N:7]=[CH:6][N:5]=[C:4]2[N:8]([C@@H:26]3[CH2:31][CH2:30][CH2:29][N:28]([C:32](=[O:36])[CH2:33][C:34]#[N:35])[CH2:27]3)[N:9]=[C:10]([C:11]3[CH:16]=[CH:15][C:14]([O:17][C:18]4[CH:23]=[CH:22][CH:21]=[C:20]([F:24])[C:19]=4[F:25])=[CH:13][CH:12]=3)[C:3]=12.[CH:37]1([CH:40]=O)[CH2:39][CH2:38]1.N1CCCCC1. The catalyst is CO. The product is [NH2:1][C:2]1[N:7]=[CH:6][N:5]=[C:4]2[N:8]([C@@H:26]3[CH2:31][CH2:30][CH2:29][N:28]([C:32]([C:33](=[CH:40][CH:37]4[CH2:39][CH2:38]4)[C:34]#[N:35])=[O:36])[CH2:27]3)[N:9]=[C:10]([C:11]3[CH:16]=[CH:15][C:14]([O:17][C:18]4[CH:23]=[CH:22][CH:21]=[C:20]([F:24])[C:19]=4[F:25])=[CH:13][CH:12]=3)[C:3]=12. The yield is 0.170. (6) The reactants are [H-].[Na+].[CH2:3]([N:5]1[CH2:10][CH2:9][CH:8]([OH:11])[CH2:7][CH2:6]1)[CH3:4].Cl[C:13]1[CH:18]=[CH:17][N:16]=[CH:15][C:14]=1[C:19]1[N:27]=[CH:26][C:25]2[NH:24][C:23]3[N:28]=[CH:29][C:30]([C:32]4[CH:33]=[N:34][N:35]([CH3:37])[CH:36]=4)=[CH:31][C:22]=3[C:21]=2[CH:20]=1. The catalyst is CN(C=O)C. The product is [CH2:3]([N:5]1[CH2:10][CH2:9][CH:8]([O:11][C:13]2[CH:18]=[CH:17][N:16]=[CH:15][C:14]=2[C:19]2[N:27]=[CH:26][C:25]3[NH:24][C:23]4[N:28]=[CH:29][C:30]([C:32]5[CH:33]=[N:34][N:35]([CH3:37])[CH:36]=5)=[CH:31][C:22]=4[C:21]=3[CH:20]=2)[CH2:7][CH2:6]1)[CH3:4]. The yield is 0.130.